This data is from Reaction yield outcomes from USPTO patents with 853,638 reactions. The task is: Predict the reaction yield, written as a fraction of the theoretical maximum amount of product (1.0 means a 100% yield; for example, 0.34 means a 34% yield). (1) The reactants are [Cl:1][C:2]1[C:10]([C:11]#[N:12])=[CH:9][CH:8]=[C:7]2[C:3]=1[CH:4]=[C:5](/[CH:18]=[CH:19]\[CH3:20])[N:6]2[CH2:13][C:14]([F:17])([F:16])[F:15].ClC1C(C#N)=CC=C2C=1C=C(/C=C/C)N2CC(F)(F)F. The catalyst is CCOC(C)=O.O=[Pt]=O. The product is [Cl:1][C:2]1[C:10]([C:11]#[N:12])=[CH:9][CH:8]=[C:7]2[C:3]=1[CH:4]=[C:5]([CH2:18][CH2:19][CH3:20])[N:6]2[CH2:13][C:14]([F:15])([F:16])[F:17]. The yield is 0.920. (2) The reactants are [CH2:1]([N:8]1[CH2:13][CH2:12][N:11]([CH2:14][CH2:15][NH2:16])[CH2:10][CH2:9]1)[C:2]1[CH:7]=[CH:6][CH:5]=[CH:4][CH:3]=1.C(Cl)CCl.[CH3:21][O:22][C:23]1[CH:31]=[C:30]([N+:32]([O-:34])=[O:33])[CH:29]=[CH:28][C:24]=1[C:25](O)=[O:26].C1C=CC2N(O)N=NC=2C=1. The catalyst is ClCCl. The product is [N+:32]([C:30]1[CH:29]=[CH:28][C:24]([C:25]([NH:16][CH2:15][CH2:14][N:11]2[CH2:10][CH2:9][N:8]([CH2:1][C:2]3[CH:3]=[CH:4][CH:5]=[CH:6][CH:7]=3)[CH2:13][CH2:12]2)=[O:26])=[C:23]([O:22][CH3:21])[CH:31]=1)([O-:34])=[O:33]. The yield is 0.960.